Dataset: Full USPTO retrosynthesis dataset with 1.9M reactions from patents (1976-2016). Task: Predict the reactants needed to synthesize the given product. (1) The reactants are: [Cl:1][C:2]1[N:3]=[N:4][C:5](Cl)=[CH:6][C:7]=1[C:8]([O:10][CH3:11])=[O:9].[C@H:13]12[CH2:19][C@H:16]([NH:17][CH2:18]1)[CH2:15][N:14]2[C:20]([O:22][C:23]([CH3:26])([CH3:25])[CH3:24])=[O:21]. Given the product [Cl:1][C:2]1[N:3]=[N:4][C:5]([N:17]2[CH2:18][C@@H:13]3[CH2:19][C@H:16]2[CH2:15][N:14]3[C:20]([O:22][C:23]([CH3:26])([CH3:25])[CH3:24])=[O:21])=[CH:6][C:7]=1[C:8]([O:10][CH3:11])=[O:9], predict the reactants needed to synthesize it. (2) The reactants are: Br[C:2]1[C:3]([CH3:18])=[C:4]([C:9]([O:16][CH3:17])=[C:10]([C:12]([CH3:15])([CH3:14])[CH3:13])[CH:11]=1)[C:5]([O:7][CH3:8])=[O:6].C(=O)([O-])[O-].[Na+].[Na+].[Cl:25][C:26]1[CH:27]=[C:28](B(O)O)[CH:29]=[CH:30][C:31]=1[Cl:32]. Given the product [C:12]([C:10]1[C:9]([O:16][CH3:17])=[C:4]([C:5]([O:7][CH3:8])=[O:6])[C:3]([CH3:18])=[C:2]([C:29]2[CH:28]=[CH:27][C:26]([Cl:25])=[C:31]([Cl:32])[CH:30]=2)[CH:11]=1)([CH3:15])([CH3:14])[CH3:13], predict the reactants needed to synthesize it. (3) The reactants are: [F:1][C:2]1[CH:7]=[C:6]([I:8])[CH:5]=[CH:4][C:3]=1[NH:9][C:10]1[N:15]2[CH:16]=[N:17][CH:18]=[C:14]2[CH:13]=[CH:12][C:11]=1[C:19]([OH:21])=O.Cl.[NH2:23][O:24][CH2:25][C@@H:26]([OH:28])[CH3:27].CCN(C(C)C)C(C)C.C1C=CC2N(O)N=NC=2C=1.CCN=C=NCCCN(C)C. Given the product [OH:28][C@@H:26]([CH3:27])[CH2:25][O:24][NH:23][C:19]([C:11]1[CH:12]=[CH:13][C:14]2[N:15]([CH:16]=[N:17][CH:18]=2)[C:10]=1[NH:9][C:3]1[CH:4]=[CH:5][C:6]([I:8])=[CH:7][C:2]=1[F:1])=[O:21], predict the reactants needed to synthesize it. (4) The reactants are: [Br:1][C:2]1[CH:3]=[N:4][C:5](Cl)=[N:6][CH:7]=1.[NH:9]1[C:13]2[CH:14]=[CH:15][CH:16]=[CH:17][C:12]=2[N:11]=[CH:10]1.C(=O)([O-])[O-].[K+].[K+].O. Given the product [Br:1][C:2]1[CH:3]=[N:4][C:5]([N:9]2[C:13]3[CH:14]=[CH:15][CH:16]=[CH:17][C:12]=3[N:11]=[CH:10]2)=[N:6][CH:7]=1, predict the reactants needed to synthesize it. (5) Given the product [C:6]([O:10][C:11]([NH:12][C@H:13]([C:20](=[O:28])[NH:21][C:22]1[CH:27]=[CH:26][CH:25]=[CH:24][CH:23]=1)[CH2:14][CH2:15][CH2:16][CH2:17][CH2:18][S:3][C:1](=[O:4])[CH3:2])=[O:29])([CH3:7])([CH3:8])[CH3:9], predict the reactants needed to synthesize it. The reactants are: [C:1]([O-:4])(=[S:3])[CH3:2].[K+].[C:6]([O:10][C:11](=[O:29])[NH:12][C@H:13]([C:20](=[O:28])[NH:21][C:22]1[CH:27]=[CH:26][CH:25]=[CH:24][CH:23]=1)[CH2:14][CH2:15][CH2:16][CH2:17][CH2:18]Br)([CH3:9])([CH3:8])[CH3:7]. (6) The reactants are: [CH2:1]([N:8]1[C:12]([CH2:13][CH2:14][CH:15]=O)=[CH:11][C:10]([CH2:17][CH2:18][CH3:19])=[N:9]1)[C:2]1[CH:7]=[CH:6][CH:5]=[CH:4][CH:3]=1.[F:20][C:21]1[CH:26]=[CH:25][CH:24]=[CH:23][C:22]=1[N:27]1[CH2:32][CH2:31][NH:30][CH2:29][CH2:28]1.[BH-](OC(C)=O)(OC(C)=O)OC(C)=O.[Na+]. Given the product [F:20][C:21]1[CH:26]=[CH:25][CH:24]=[CH:23][C:22]=1[N:27]1[CH2:32][CH2:31][N:30]([CH2:15][CH2:14][CH2:13][C:12]2[N:8]([CH2:1][C:2]3[CH:7]=[CH:6][CH:5]=[CH:4][CH:3]=3)[N:9]=[C:10]([CH2:17][CH2:18][CH3:19])[CH:11]=2)[CH2:29][CH2:28]1, predict the reactants needed to synthesize it.